This data is from Catalyst prediction with 721,799 reactions and 888 catalyst types from USPTO. The task is: Predict which catalyst facilitates the given reaction. (1) The catalyst class is: 2. Product: [C:5]([O:4][C:3]([NH:2][O:1][C:18]([O:20][CH2:21][CH2:22][O:23][CH3:24])=[O:19])=[O:9])([CH3:8])([CH3:7])[CH3:6]. Reactant: [OH:1][NH:2][C:3](=[O:9])[O:4][C:5]([CH3:8])([CH3:7])[CH3:6].C(N(CC)CC)C.Cl[C:18]([O:20][CH2:21][CH2:22][O:23][CH3:24])=[O:19]. (2) Product: [ClH:10].[CH3:1][C:2]1[CH:3]=[N:4][N:5]([C:8](=[NH:7])[NH2:9])[CH:6]=1. The catalyst class is: 28. Reactant: [CH3:1][C:2]1[CH:3]=[N:4][NH:5][CH:6]=1.[N:7]#[C:8][NH2:9].[ClH:10].O1CCOCC1. (3) Reactant: C([O:5][C:6]([N:8]1[CH2:14][CH2:13][CH2:12][C@H:11]([O:15][C:16]2[CH:21]=[C:20]([F:22])[CH:19]=[CH:18][C:17]=2[C:23]([N:25]2[CH2:39][C:28]3=[C:29]4[N:34]([N:35]=[C:27]3[CH2:26]2)[C:33]([CH3:36])=[C:32]([Cl:37])[C:31]([CH3:38])=[N:30]4)=[O:24])[CH2:10][CH2:9]1)=[O:7])(C)(C)C.Cl. Product: [CH:6]([OH:7])=[O:5].[NH:8]1[CH2:14][CH2:13][CH2:12][C@H:11]([O:15][C:16]2[CH:21]=[C:20]([F:22])[CH:19]=[CH:18][C:17]=2[C:23]([N:25]2[CH2:39][C:28]3=[C:29]4[N:34]([N:35]=[C:27]3[CH2:26]2)[C:33]([CH3:36])=[C:32]([Cl:37])[C:31]([CH3:38])=[N:30]4)=[O:24])[CH2:10][CH2:9]1. The catalyst class is: 758. (4) Reactant: [Si:1]([O:8][C@@H:9]1[C@@:29]2([CH3:30])[C:13](=[CH:14][CH:15]=[C:16]3[C@@H:28]2[CH2:27][CH2:26][C@@:25]2([CH3:31])[C@H:17]3[CH2:18][CH:19]=[C:20]2[C:21]([OH:24])([CH3:23])[CH3:22])[CH2:12][C@@H:11]([O:32][Si:33]([C:36]([CH3:39])([CH3:38])[CH3:37])([CH3:35])[CH3:34])[CH2:10]1)([C:4]([CH3:7])([CH3:6])[CH3:5])([CH3:3])[CH3:2].Br/[CH:41]=[CH:42]/[CH2:43][C:44]([CH2:55][CH3:56])([O:47][Si:48]([CH2:53][CH3:54])([CH2:51][CH3:52])[CH2:49][CH3:50])[CH2:45][CH3:46].[H-].[Na+].C1OCCOCCOCCOCCOC1. Product: [Si:1]([O:8][C@@H:9]1[C@@:29]2([CH3:30])[C:13](=[CH:14][CH:15]=[C:16]3[C@@H:28]2[CH2:27][CH2:26][C@@:25]2([CH3:31])[C@H:17]3[CH2:18][CH:19]=[C:20]2[C:21]([O:24]/[CH:41]=[CH:42]/[CH2:43][C:44]([CH2:55][CH3:56])([O:47][Si:48]([CH2:53][CH3:54])([CH2:49][CH3:50])[CH2:51][CH3:52])[CH2:45][CH3:46])([CH3:23])[CH3:22])[CH2:12][C@@H:11]([O:32][Si:33]([C:36]([CH3:39])([CH3:38])[CH3:37])([CH3:34])[CH3:35])[CH2:10]1)([C:4]([CH3:7])([CH3:6])[CH3:5])([CH3:3])[CH3:2]. The catalyst class is: 7. (5) Reactant: [F:1][C:2]1[N:7]=[CH:6][C:5]([C:8]([OH:10])=O)=[CH:4][CH:3]=1.[CH:11]1[CH:12]=CC2N(O)N=[N:17][C:15]=2[CH:16]=1.CCN=C=NCCCN(C)C.Cl.N1CCCC1.C([O-])(O)=O.[Na+]. Product: [F:1][C:2]1[CH:3]=[CH:4][C:5]([C:8]([N:17]2[CH2:12][CH2:11][CH2:16][CH2:15]2)=[O:10])=[CH:6][N:7]=1. The catalyst class is: 10.